Dataset: Forward reaction prediction with 1.9M reactions from USPTO patents (1976-2016). Task: Predict the product of the given reaction. (1) Given the reactants CN(C(ON1N=NC2C=CC=NC1=2)=[N+](C)C)C.F[P-](F)(F)(F)(F)F.[Cl:25][C:26]1[CH:31]=[CH:30][C:29]([CH2:32][NH2:33])=[C:28]([F:34])[C:27]=1[O:35][C:36]1[C:45]2[C:40](=[CH:41][CH:42]=[CH:43][CH:44]=2)[CH:39]=[CH:38][CH:37]=1.[Cl:46][C:47]1[N:48]=[C:49]([CH:55]2[CH2:57][CH2:56]2)[NH:50][C:51]=1[C:52](O)=[O:53].C(N(C(C)C)CC)(C)C, predict the reaction product. The product is: [Cl:46][C:47]1[N:48]=[C:49]([CH:55]2[CH2:56][CH2:57]2)[NH:50][C:51]=1[C:52]([NH:33][CH2:32][C:29]1[CH:30]=[CH:31][C:26]([Cl:25])=[C:27]([O:35][C:36]2[C:45]3[C:40](=[CH:41][CH:42]=[CH:43][CH:44]=3)[CH:39]=[CH:38][CH:37]=2)[C:28]=1[F:34])=[O:53]. (2) Given the reactants BrC1C=CC([N:8]2[CH2:13][CH2:12][N:11]([S:14]([CH2:17][C:18]3([C:24]([OH:26])=[O:25])[CH2:23][CH2:22][O:21][CH2:20][CH2:19]3)(=[O:16])=[O:15])[CH2:10][CH2:9]2)=CC=1.Cl.Cl.[F:29][C:30]1[CH:35]=[CH:34][C:33]([C:36]2[CH:37]=[N:38][C:39](N3CCNCC3)=[N:40][CH:41]=2)=[CH:32][CH:31]=1.COC(C1(CS(Cl)(=O)=O)CCOCC1)=O, predict the reaction product. The product is: [F:29][C:30]1[CH:31]=[CH:32][C:33]([C:36]2[CH:41]=[N:40][C:39]([N:8]3[CH2:13][CH2:12][N:11]([S:14]([CH2:17][C:18]4([C:24]([OH:26])=[O:25])[CH2:19][CH2:20][O:21][CH2:22][CH2:23]4)(=[O:15])=[O:16])[CH2:10][CH2:9]3)=[N:38][CH:37]=2)=[CH:34][CH:35]=1. (3) The product is: [CH3:35][P:32]([C:27]1[N:28]=[C:29]([O:30][CH3:31])[C:24]([C:16]2[N:17]=[C:18]([NH:1][CH2:2][CH2:3][C:4]3[C:12]4[C:7](=[CH:8][CH:9]=[CH:10][CH:11]=4)[NH:6][CH:5]=3)[C:19]([C:20]([F:22])([F:23])[F:21])=[CH:14][N:15]=2)=[N:25][CH:26]=1)([CH3:34])=[O:33]. Given the reactants [NH2:1][CH2:2][CH2:3][C:4]1[C:12]2[C:7](=[CH:8][CH:9]=[CH:10][CH:11]=2)[NH:6][CH:5]=1.Cl[C:14]1[C:19]([C:20]([F:23])([F:22])[F:21])=[CH:18][N:17]=[C:16]([C:24]2[C:29]([O:30][CH3:31])=[N:28][C:27]([P:32]([CH3:35])([CH3:34])=[O:33])=[CH:26][N:25]=2)[N:15]=1, predict the reaction product. (4) Given the reactants [NH2:1][C:2]1[C:7]([CH:8]=O)=[CH:6][CH:5]=[C:4]([C:10]([F:13])([F:12])[F:11])[N:3]=1.[C:14]([O:20][CH3:21])(=[O:19])[CH2:15][C:16]([CH3:18])=O, predict the reaction product. The product is: [CH3:18][C:16]1[C:15]([C:14]([O:20][CH3:21])=[O:19])=[CH:8][C:7]2[C:2](=[N:3][C:4]([C:10]([F:13])([F:12])[F:11])=[CH:5][CH:6]=2)[N:1]=1. (5) Given the reactants [Cl:1][C:2]1[C:3]([O:26]C2CCCCO2)=[C:4]([C:8]2[CH:13]=[CH:12][C:11]([O:14][CH2:15][C:16]3[CH:25]=[CH:24][C:23]4[C:18](=[CH:19][CH:20]=[CH:21][CH:22]=4)[N:17]=3)=[CH:10][CH:9]=2)[CH:5]=[CH:6][CH:7]=1.C1(C)C=CC(S([O-])(=O)=O)=CC=1.[NH+]1C=CC=CC=1, predict the reaction product. The product is: [Cl:1][C:2]1[CH:7]=[CH:6][CH:5]=[C:4]([C:8]2[CH:13]=[CH:12][C:11]([O:14][CH2:15][C:16]3[CH:25]=[CH:24][C:23]4[C:18](=[CH:19][CH:20]=[CH:21][CH:22]=4)[N:17]=3)=[CH:10][CH:9]=2)[C:3]=1[OH:26]. (6) Given the reactants [S:1]1[C:5]([C:6]([OH:8])=[O:7])=[CH:4][C:3]2C(C(O)=O)=[CH:10][CH:11]=[CH:12][C:2]1=2.S(=O)(=O)(O)O.[CH3:21]O.O.[C:24]([O:27][CH2:28]C)(=[O:26])[CH3:25], predict the reaction product. The product is: [S:1]1[C:5]([C:6]([O:8][CH3:21])=[O:7])=[CH:4][C:3]2[C:25]([C:24]([O:27][CH3:28])=[O:26])=[CH:10][CH:11]=[CH:12][C:2]1=2. (7) The product is: [CH2:27]1[C:26]2[C:23]3[CH:24]=[CH:25][C:20]([N:3]4[CH:4]=[CH:5][C:6]([O:8][CH2:9][C:10]5[CH:15]=[CH:14][CH:13]=[C:12]([C:16]([F:18])([F:19])[F:17])[N:11]=5)=[CH:7][C:2]4=[O:1])=[CH:21][C:22]=3[O:33][C:32]=2[CH2:31][CH2:30][CH2:29][NH:28]1. Given the reactants [O:1]=[C:2]1[CH:7]=[C:6]([O:8][CH2:9][C:10]2[CH:15]=[CH:14][CH:13]=[C:12]([C:16]([F:19])([F:18])[F:17])[N:11]=2)[CH:5]=[CH:4][N:3]1[C:20]1[CH:25]=[CH:24][C:23]2[C:26]3[CH2:27][N:28](C(OC(C)(C)C)=O)[CH2:29][CH2:30][CH2:31][C:32]=3[O:33][C:22]=2[CH:21]=1.Cl.C([O-])(O)=O.[Na+], predict the reaction product. (8) Given the reactants [CH3:1][O:2][C:3]1[CH:30]=[CH:29][C:6]([CH2:7][NH:8][C:9]([C:11]2([CH2:24][CH2:25][CH2:26][CH2:27]Br)[C:23]3[CH:22]=[CH:21][CH:20]=[CH:19][C:18]=3[C:17]3[C:12]2=[CH:13][CH:14]=[CH:15][CH:16]=3)=[O:10])=[CH:5][CH:4]=1.[Cl:31][C:32]1[CH:41]=[CH:40][CH:39]=[C:38]2[C:33]=1[CH:34]=[CH:35][C:36]([N:42]1[CH2:47][CH2:46][NH:45][CH2:44][CH2:43]1)=[N:37]2, predict the reaction product. The product is: [CH3:1][O:2][C:3]1[CH:30]=[CH:29][C:6]([CH2:7][NH:8][C:9]([C:11]2([CH2:24][CH2:25][CH2:26][CH2:27][N:45]3[CH2:46][CH2:47][N:42]([C:36]4[CH:35]=[CH:34][C:33]5[C:38](=[CH:39][CH:40]=[CH:41][C:32]=5[Cl:31])[N:37]=4)[CH2:43][CH2:44]3)[C:23]3[CH:22]=[CH:21][CH:20]=[CH:19][C:18]=3[C:17]3[C:12]2=[CH:13][CH:14]=[CH:15][CH:16]=3)=[O:10])=[CH:5][CH:4]=1. (9) Given the reactants [C:1]([O:5][C:6]([N:8]([CH2:28][C:29]1[CH:34]=[CH:33][C:32]([O:35][CH3:36])=[CH:31][CH:30]=1)[S:9]([N:12]([CH2:22][C:23](OCC)=[O:24])[CH2:13][C:14]1[CH:19]=[CH:18][C:17]([O:20][CH3:21])=[CH:16][CH:15]=1)(=[O:11])=[O:10])=[O:7])([CH3:4])([CH3:3])[CH3:2].[H-].C([Al+]CC(C)C)C(C)C, predict the reaction product. The product is: [CH3:36][O:35][C:32]1[CH:31]=[CH:30][C:29]([CH2:28][N:8]([S:9]([N:12]([CH2:13][C:14]2[CH:15]=[CH:16][C:17]([O:20][CH3:21])=[CH:18][CH:19]=2)[CH2:22][CH:23]=[O:24])(=[O:11])=[O:10])[C:6](=[O:7])[O:5][C:1]([CH3:4])([CH3:2])[CH3:3])=[CH:34][CH:33]=1. (10) Given the reactants F[C:2]1[CH:7]=[C:6]([CH:8]([CH2:17][C:18](=O)[C:19]([CH3:22])([CH3:21])[CH3:20])[C:9]([C:11]2[CH:16]=[CH:15][CH:14]=[CH:13][CH:12]=2)=O)C=C[N:3]=1.[C:24]([O-:27])(=O)[CH3:25].[NH4+:28].CCOC(C)=O, predict the reaction product. The product is: [C:19]([C:18]1[NH:28][C:9]([C:11]2[CH:16]=[CH:15][CH:14]=[CH:13][CH:12]=2)=[C:8]([C:6]2[CH:7]=[CH:2][NH:3][C:24](=[O:27])[CH:25]=2)[CH:17]=1)([CH3:22])([CH3:21])[CH3:20].